From a dataset of Forward reaction prediction with 1.9M reactions from USPTO patents (1976-2016). Predict the product of the given reaction. (1) Given the reactants [NH2:1][C:2]1[C:17]([C:18]#[C:19][C:20]2[S:21][CH:22]=[CH:23][N:24]=2)=[CH:16][CH:15]=[CH:14][C:3]=1[C:4]([O:6][CH2:7][C:8]1[CH:13]=[CH:12][CH:11]=[CH:10][CH:9]=1)=[O:5].[F:25][C:26]([F:37])([F:36])[C:27](O[C:27](=[O:28])[C:26]([F:37])([F:36])[F:25])=[O:28].C(=O)([O-])O.[Na+], predict the reaction product. The product is: [S:21]1[CH:22]=[CH:23][N:24]=[C:20]1[C:19]#[C:18][C:17]1[C:2]([NH:1][C:27](=[O:28])[C:26]([F:37])([F:36])[F:25])=[C:3]([CH:14]=[CH:15][CH:16]=1)[C:4]([O:6][CH2:7][C:8]1[CH:9]=[CH:10][CH:11]=[CH:12][CH:13]=1)=[O:5]. (2) Given the reactants [CH:1]1([NH:4][C:5](=[O:32])[C:6]2[CH:11]=[C:10]([N:12]3[CH:17]=[CH:16][N:15]=[C:14]([NH:18][C:19]([C:22]4[CH:27]=[CH:26][CH:25]=[CH:24][C:23]=4[OH:28])([CH3:21])[CH3:20])[C:13]3=[O:29])[C:9]([CH3:30])=[C:8]([F:31])[CH:7]=2)[CH2:3][CH2:2]1.[N+](C1C=C(S(O[CH2:46][C@@H:47]2[CH2:49][O:48]2)(=O)=O)C=CC=1)([O-])=O, predict the reaction product. The product is: [CH:1]1([NH:4][C:5](=[O:32])[C:6]2[CH:11]=[C:10]([N:12]3[CH:17]=[CH:16][N:15]=[C:14]([NH:18][C:19]([CH3:20])([C:22]4[CH:27]=[CH:26][CH:25]=[CH:24][C:23]=4[O:28][CH2:46][C@@H:47]4[CH2:49][O:48]4)[CH3:21])[C:13]3=[O:29])[C:9]([CH3:30])=[C:8]([F:31])[CH:7]=2)[CH2:2][CH2:3]1.